Dataset: Full USPTO retrosynthesis dataset with 1.9M reactions from patents (1976-2016). Task: Predict the reactants needed to synthesize the given product. (1) Given the product [Cl:1][C:2]1[CH:3]=[C:4]([CH:8]=[CH:9][N:10]=1)[C:5]([N:36]([CH2:37][CH2:38][CH3:39])[CH2:33][CH2:34][CH3:35])=[O:7], predict the reactants needed to synthesize it. The reactants are: [Cl:1][C:2]1[CH:3]=[C:4]([CH:8]=[CH:9][N:10]=1)[C:5]([OH:7])=O.ON1C2C=CC=CC=2N=N1.Cl.CN(C)CCCN=C=NCC.[CH2:33]([NH:36][CH2:37][CH2:38][CH3:39])[CH2:34][CH3:35].C(N(CC)CC)C. (2) Given the product [CH2:11]([C:8]1[CH:9]=[CH:10][C:2]([F:1])=[C:3]2[C:7]=1[NH:6][CH:5]=[C:4]2[C:13]([O:15][CH3:16])=[O:14])[CH3:12], predict the reactants needed to synthesize it. The reactants are: [F:1][C:2]1[CH:10]=[CH:9][C:8]([CH:11]=[CH2:12])=[C:7]2[C:3]=1[C:4]([C:13]([O:15][CH3:16])=[O:14])=[CH:5][NH:6]2. (3) Given the product [CH3:29][O:30][C:31]([C@H:33]1[CH2:38][CH2:37][C@H:36]([C:39]([CH:20]2[CH2:21][CH2:22][CH2:23][CH2:24][C:19]2=[N:25][N:26]([CH3:28])[CH3:27])=[O:40])[CH2:35][CH2:34]1)=[O:32], predict the reactants needed to synthesize it. The reactants are: C(NC(C)C)(C)C.C([Li])CCC.CCCCCC.[C:19]1(=[N:25][N:26]([CH3:28])[CH3:27])[CH2:24][CH2:23][CH2:22][CH2:21][CH2:20]1.[CH3:29][O:30][C:31]([C@H:33]1[CH2:38][CH2:37][C@H:36]([C:39](Cl)=[O:40])[CH2:35][CH2:34]1)=[O:32].C(O)(=O)C. (4) Given the product [CH2:8]([O:20][C:21]1[CH:22]=[C:23]([CH:26]=[CH:27][C:28]=1[O:4][CH2:1][CH2:18][CH2:17][CH2:16][CH2:15][CH2:14][CH2:13][CH2:12][CH2:11][CH2:10][CH2:9][CH3:8])[CH:24]=[O:25])[CH2:9][CH2:10][CH2:11][CH2:12][CH2:13][CH2:14][CH2:15][CH2:16][CH2:17][CH2:18][CH3:19], predict the reactants needed to synthesize it. The reactants are: [C:1]([O-:4])([O-])=O.[K+].[K+].Br[CH2:8][CH2:9][CH2:10][CH2:11][CH2:12][CH2:13][CH2:14][CH2:15][CH2:16][CH2:17][CH2:18][CH3:19].[OH:20][C:21]1[CH:22]=[C:23]([CH:26]=[CH:27][C:28]=1O)[CH:24]=[O:25].O. (5) Given the product [NH2:1][C:2]1[C:7]([CH:15]=[CH2:16])=[C:6]([C:9]([O:11][CH3:12])=[O:10])[N:5]=[C:4]([S:13][CH3:14])[N:3]=1, predict the reactants needed to synthesize it. The reactants are: [NH2:1][C:2]1[C:7](Cl)=[C:6]([C:9]([O:11][CH3:12])=[O:10])[N:5]=[C:4]([S:13][CH3:14])[N:3]=1.[CH:15](B1OC(C)(C)C(C)(C)O1)=[CH2:16].[F-].[Cs+].ClCCl. (6) Given the product [NH2:16][C:3]1[C:2]([OH:1])=[CH:11][CH:10]=[C:5]([C:6]([O:8][CH3:9])=[O:7])[C:4]=1[C:12]([O:14][CH3:15])=[O:13], predict the reactants needed to synthesize it. The reactants are: [OH:1][C:2]1[C:3]([N+:16]([O-])=O)=[C:4]([C:12]([O:14][CH3:15])=[O:13])[C:5](=[CH:10][CH:11]=1)[C:6]([O:8][CH3:9])=[O:7]. (7) Given the product [F:18][C:19]1[CH:24]=[C:23]([F:25])[CH:22]=[CH:21][C:20]=1[CH:26]([F:47])[CH:27]1[CH2:32][CH2:31][N:30]([C:33]2[N:34]=[C:35]3[CH2:46][CH2:45][N:44]([CH3:2])[CH2:43][C:36]3=[N:37][C:38]=2[NH:39][CH:40]([CH3:42])[CH3:41])[CH2:29][CH2:28]1.[C:12]([OH:13])([C:14]([F:17])([F:16])[F:15])=[O:11], predict the reactants needed to synthesize it. The reactants are: [Na].[CH3:2]CN(C(C)C)C(C)C.[OH:11][C:12]([C:14]([F:17])([F:16])[F:15])=[O:13].[F:18][C:19]1[CH:24]=[C:23]([F:25])[CH:22]=[CH:21][C:20]=1[CH:26]([F:47])[CH:27]1[CH2:32][CH2:31][N:30]([C:33]2[N:34]=[C:35]3[CH2:46][CH2:45][NH:44][CH2:43][C:36]3=[N:37][C:38]=2[NH:39][CH:40]([CH3:42])[CH3:41])[CH2:29][CH2:28]1.C=O. (8) Given the product [CH2:12]([O:19][C:20](=[O:33])[NH:21][CH2:22][CH2:23][CH2:24][CH2:25][C:26]1[CH:31]=[CH:30][C:29]([NH:32][CH2:10][CH2:9][NH:8][C:6]([O:5][C:1]([CH3:2])([CH3:3])[CH3:4])=[O:7])=[CH:28][CH:27]=1)[C:13]1[CH:18]=[CH:17][CH:16]=[CH:15][CH:14]=1, predict the reactants needed to synthesize it. The reactants are: [C:1]([O:5][C:6]([NH:8][CH2:9][CH:10]=O)=[O:7])([CH3:4])([CH3:3])[CH3:2].[CH2:12]([O:19][C:20](=[O:33])[NH:21][CH2:22][CH2:23][CH2:24][CH2:25][C:26]1[CH:31]=[CH:30][C:29]([NH2:32])=[CH:28][CH:27]=1)[C:13]1[CH:18]=[CH:17][CH:16]=[CH:15][CH:14]=1.C(O)(=O)C.[BH-](OC(C)=O)(OC(C)=O)OC(C)=O.[Na+].Cl. (9) Given the product [Cl:17][C:18]1[CH:19]=[C:20]([CH2:25][C:26]([OH:28])=[O:27])[CH:21]=[CH:22][C:23]=1[O:24][C:2]1[CH:11]=[CH:10][C:5]2[NH:6][C:7]([CH3:9])=[N:8][C:4]=2[C:3]=1[N+:12]([O-:14])=[O:13], predict the reactants needed to synthesize it. The reactants are: F[C:2]1[CH:11]=[CH:10][C:5]2[NH:6][C:7]([CH3:9])=[N:8][C:4]=2[C:3]=1[N+:12]([O-:14])=[O:13].[F-].[K+].[Cl:17][C:18]1[CH:19]=[C:20]([CH2:25][C:26]([OH:28])=[O:27])[CH:21]=[CH:22][C:23]=1[OH:24].C1OCCOCCOCCOCCOCCOC1. (10) Given the product [F:1][C:2]1[CH:32]=[CH:31][C:5]([CH2:6][NH:7][C:8]([C:10]2[N:11]=[C:12]3[C:28]([CH3:30])([CH3:29])[CH2:27][CH2:26][CH2:25][N:13]3[C:14](=[O:24])[C:15]=2[OH:16])=[O:9])=[C:4]([C:33](=[O:36])[NH:34][CH3:35])[CH:3]=1, predict the reactants needed to synthesize it. The reactants are: [F:1][C:2]1[CH:32]=[CH:31][C:5]([CH2:6][NH:7][C:8]([C:10]2[N:11]=[C:12]3[C:28]([CH3:30])([CH3:29])[CH2:27][CH2:26][CH2:25][N:13]3[C:14](=[O:24])[C:15]=2[O:16]CC2C=CC=CC=2)=[O:9])=[C:4]([C:33](=[O:36])[NH:34][CH3:35])[CH:3]=1.FC(F)(F)C(O)=O.